This data is from Reaction yield outcomes from USPTO patents with 853,638 reactions. The task is: Predict the reaction yield, written as a fraction of the theoretical maximum amount of product (1.0 means a 100% yield; for example, 0.34 means a 34% yield). (1) The reactants are Cl.[NH:2]1[CH2:5][CH:4]([C:6]2[C:7]([N:12]3[CH2:17][CH2:16][CH:15]([CH2:18][OH:19])[CH2:14][CH2:13]3)=[N:8][CH:9]=[CH:10][N:11]=2)[CH2:3]1.Cl[C:21]1[CH:30]=[CH:29][C:28]2[C:23](=[CH:24][CH:25]=[C:26]([CH3:31])[CH:27]=2)[N:22]=1.C([O-])([O-])=O.[Cs+].[Cs+]. The catalyst is CN(C=O)C.O. The product is [CH3:31][C:26]1[CH:27]=[C:28]2[C:23](=[CH:24][CH:25]=1)[N:22]=[C:21]([N:2]1[CH2:5][CH:4]([C:6]3[C:7]([N:12]4[CH2:17][CH2:16][CH:15]([CH2:18][OH:19])[CH2:14][CH2:13]4)=[N:8][CH:9]=[CH:10][N:11]=3)[CH2:3]1)[CH:30]=[CH:29]2. The yield is 0.260. (2) The reactants are [CH3:1][O:2][C:3]1[CH:4]=[C:5]2[C:10](=[CH:11][C:12]=1[O:13][CH3:14])[N:9]=[CH:8][N:7]=[C:6]2[O:15][C:16]1[CH:17]=[C:18]([CH:20]=[CH:21][CH:22]=1)[NH2:19].[F:23][C:24]([C:27]1[CH:31]=[C:30]([NH:32][C:33](=O)[O:34]C2C=CC=CC=2)[N:29]([C:42]2[CH:47]=[CH:46][CH:45]=[CH:44][CH:43]=2)[N:28]=1)([F:26])[CH3:25]. The catalyst is C1COCC1.CN(C1C=CN=CC=1)C. The product is [F:23][C:24]([C:27]1[CH:31]=[C:30]([NH:32][C:33]([NH:19][C:18]2[CH:20]=[CH:21][CH:22]=[C:16]([O:15][C:6]3[C:5]4[C:10](=[CH:11][C:12]([O:13][CH3:14])=[C:3]([O:2][CH3:1])[CH:4]=4)[N:9]=[CH:8][N:7]=3)[CH:17]=2)=[O:34])[N:29]([C:42]2[CH:47]=[CH:46][CH:45]=[CH:44][CH:43]=2)[N:28]=1)([F:26])[CH3:25]. The yield is 0.620. (3) The reactants are Cl.[CH2:2]([O:4][C:5]([C@H:7]1[CH2:10][C@@H:9]([NH2:11])[CH2:8]1)=[O:6])[CH3:3].C(N(CC)CC)C.[CH2:19]([C:23]1[CH:28]=[CH:27][C:26]([C:29]2[O:33][N:32]=[C:31]([C:34]3[CH:35]=[C:36]([CH:39]=[CH:40][CH:41]=3)[CH:37]=O)[N:30]=2)=[CH:25][CH:24]=1)[CH:20]([CH3:22])[CH3:21].C(O[BH-](OC(=O)C)OC(=O)C)(=O)C.[Na+]. The yield is 0.830. The product is [CH2:2]([O:4][C:5]([C@H:7]1[CH2:10][C@@H:9]([NH:11][CH2:37][C:36]2[CH:39]=[CH:40][CH:41]=[C:34]([C:31]3[N:30]=[C:29]([C:26]4[CH:27]=[CH:28][C:23]([CH2:19][CH:20]([CH3:22])[CH3:21])=[CH:24][CH:25]=4)[O:33][N:32]=3)[CH:35]=2)[CH2:8]1)=[O:6])[CH3:3]. The catalyst is C(OCC)(=O)C.C(O)(=O)C.C1COCC1.